Dataset: Full USPTO retrosynthesis dataset with 1.9M reactions from patents (1976-2016). Task: Predict the reactants needed to synthesize the given product. (1) Given the product [Cl:4][C:5]1[CH:10]=[C:9]([O:2][CH3:1])[N:8]=[CH:7][N:6]=1, predict the reactants needed to synthesize it. The reactants are: [CH3:1][O-:2].[Na+].[Cl:4][C:5]1[CH:10]=[C:9](Cl)[N:8]=[CH:7][N:6]=1.O. (2) Given the product [CH3:12][C:13]([CH3:15])([CH3:36])[CH2:14][O:3][C:1]([NH:22][C@@H:21]([CH2:23][C:24]1[CH:29]=[CH:28][C:27]([OH:30])=[C:26]([N+:31]([O-:33])=[O:32])[CH:25]=1)[C:20]([O:19][CH2:17][CH3:18])=[O:34])=[O:4], predict the reactants needed to synthesize it. The reactants are: [C:1]([O-:4])([OH:3])=O.[Na+].S(C1C=[CH:15][C:13]([CH3:14])=[CH:12]C=1)(O)(=O)=O.[CH2:17]([O:19][C:20](=[O:34])[C@H:21]([CH2:23][C:24]1[CH:29]=[CH:28][C:27]([OH:30])=[C:26]([N+:31]([O-:33])=[O:32])[CH:25]=1)[NH2:22])[CH3:18].O.[CH2:36]1COCC1. (3) The reactants are: [CH3:1][O:2][C:3]1[CH:4]=[C:5]([CH:16]=[C:17]([O:21][CH3:22])[C:18]=1[O:19][CH3:20])[O:6][CH2:7][C:8]([N:10]1[CH2:15][CH2:14][NH:13][CH2:12][CH2:11]1)=[O:9].[C:23]([C:25]1[CH:32]=[CH:31][C:28]([CH:29]=O)=[CH:27][CH:26]=1)#[N:24].C([BH3-])#N.[Na+]. Given the product [CH3:22][O:21][C:17]1[CH:16]=[C:5]([CH:4]=[C:3]([O:2][CH3:1])[C:18]=1[O:19][CH3:20])[O:6][CH2:7][C:8]([N:10]1[CH2:11][CH2:12][N:13]([CH2:29][C:28]2[CH:31]=[CH:32][C:25]([C:23]#[N:24])=[CH:26][CH:27]=2)[CH2:14][CH2:15]1)=[O:9], predict the reactants needed to synthesize it. (4) Given the product [CH3:22][O:21][C:19]([CH:10]1[CH2:11][CH2:12][C:13]2[C:18](=[CH:17][CH:16]=[C:15]([N+:23]([O-:25])=[O:24])[CH:14]=2)[N:9]1[C:7]([CH:1]1[CH2:2][CH2:3][CH2:4][CH2:5][CH2:6]1)=[O:8])=[O:20], predict the reactants needed to synthesize it. The reactants are: [CH:1]1([C:7]([N:9]2[C:18]3[C:13](=[CH:14][CH:15]=[CH:16][CH:17]=3)[CH2:12][CH2:11][CH:10]2[C:19]([O:21][CH3:22])=[O:20])=[O:8])[CH2:6][CH2:5][CH2:4][CH2:3][CH2:2]1.[N+:23]([O-])([OH:25])=[O:24].O. (5) Given the product [F:1][C:2]1[CH:7]=[CH:6][C:5]([CH2:8][CH:9]([NH2:22])[CH:10]([CH3:12])[CH3:11])=[CH:4][C:3]=1[O:14][CH2:15][CH2:16][CH2:17][O:18][CH3:19], predict the reactants needed to synthesize it. The reactants are: [F:1][C:2]1[CH:7]=[CH:6][C:5]([CH2:8][C:9](=O)[CH:10]([CH3:12])[CH3:11])=[CH:4][C:3]=1[O:14][CH2:15][CH2:16][CH2:17][O:18][CH3:19].[BH3-]C#[N:22].[Na+]. (6) The reactants are: [CH3:1][O:2][C:3]1[CH:8]=[C:7]([O:9][CH3:10])[CH:6]=[CH:5][C:4]=1[C:11]([C:13]1[CH:18]=[CH:17][CH:16]=[C:15]([C:19]([F:22])([F:21])[F:20])[C:14]=1F)=O.O.[NH2:25][NH2:26]. Given the product [CH3:1][O:2][C:3]1[CH:8]=[C:7]([O:9][CH3:10])[CH:6]=[CH:5][C:4]=1[C:11]1[C:13]2[C:14](=[C:15]([C:19]([F:22])([F:21])[F:20])[CH:16]=[CH:17][CH:18]=2)[NH:26][N:25]=1, predict the reactants needed to synthesize it. (7) Given the product [NH:26]1[C:34]2[C:29](=[CH:30][CH:31]=[C:32]([NH:35][C:2]3[C:11]4=[N:12][NH:13][CH:14]=[C:10]4[C:9]4[CH:8]=[C:7]([O:24][CH3:25])[CH:6]=[CH:5][C:4]=4[N:3]=3)[CH:33]=2)[CH:28]=[N:27]1, predict the reactants needed to synthesize it. The reactants are: Cl[C:2]1[C:11]2=[N:12][N:13](CC3C=CC(OC)=CC=3)[CH:14]=[C:10]2[C:9]2[CH:8]=[C:7]([O:24][CH3:25])[CH:6]=[CH:5][C:4]=2[N:3]=1.[NH:26]1[C:34]2[C:29](=[CH:30][CH:31]=[C:32]([NH2:35])[CH:33]=2)[CH:28]=[N:27]1.Cl. (8) Given the product [CH2:5]([N:7]1[CH2:8][C:9]([CH2:12][CH3:13])([CH2:10][CH3:11])[O:14][C:1](=[O:2])[CH2:3]1)[CH3:6], predict the reactants needed to synthesize it. The reactants are: [CH:1]([CH:3]=O)=[O:2].[CH2:5]([NH:7][CH2:8][C:9]([OH:14])([CH2:12][CH3:13])[CH2:10][CH3:11])[CH3:6]. (9) Given the product [Cl:14][C:15]1[N:16]=[C:17]([N:26]2[CH2:27][CH2:28][O:29][CH2:30][CH2:31]2)[C:18]2[S:23][C:22]([CH2:24][N:10]3[CH2:9][CH2:8][C:7]([OH:13])([CH:2]4[CH:3]=[CH:4][CH:5]=[CH:6][NH:1]4)[CH2:12][CH2:11]3)=[CH:21][C:19]=2[N:20]=1, predict the reactants needed to synthesize it. The reactants are: [N:1]1[CH:6]=[CH:5][CH:4]=[CH:3][C:2]=1[C:7]1([OH:13])[CH2:12][CH2:11][NH:10][CH2:9][CH2:8]1.[Cl:14][C:15]1[N:16]=[C:17]([N:26]2[CH2:31][CH2:30][O:29][CH2:28][CH2:27]2)[C:18]2[S:23][C:22]([CH:24]=O)=[CH:21][C:19]=2[N:20]=1. (10) Given the product [N:38]1([CH2:44][CH2:45][CH2:46][N:47]2[C:53](=[O:54])[CH2:52][CH2:51][N:50]([C:28](=[O:30])/[CH:27]=[CH:26]/[C:25]3[CH:31]=[CH:32][CH:33]=[C:23]([C:22]([F:21])([F:35])[F:34])[CH:24]=3)[CH2:49][CH2:48]2)[CH2:39][CH2:40][CH2:41][CH2:42][CH2:43]1, predict the reactants needed to synthesize it. The reactants are: ClC1C=C(/C=C/C(N2CCC(=O)NCC2)=O)C=CC=1Cl.[F:21][C:22]([F:35])([F:34])[C:23]1[CH:24]=[C:25]([CH:31]=[CH:32][CH:33]=1)/[CH:26]=[CH:27]/[C:28]([OH:30])=O.Cl.Cl.[N:38]1([CH2:44][CH2:45][CH2:46][N:47]2[C:53](=[O:54])[CH2:52][CH2:51][NH:50][CH2:49][CH2:48]2)[CH2:43][CH2:42][CH2:41][CH2:40][CH2:39]1.